This data is from Full USPTO retrosynthesis dataset with 1.9M reactions from patents (1976-2016). The task is: Predict the reactants needed to synthesize the given product. (1) Given the product [N:22]1([C:28]([N:30]2[CH2:35][CH:34]([C:36]3[CH:41]=[CH:40][C:39]([C:42]([F:45])([F:43])[F:44])=[CH:38][CH:37]=3)[CH2:33][CH:32](/[CH:46]=[CH:9]/[C:10]3[CH:15]=[CH:14][C:13]([C:16]4[CH:17]=[CH:18][CH:19]=[CH:20][CH:21]=4)=[CH:12][N:11]=3)[CH2:31]2)=[O:29])[CH2:27][CH2:26][O:25][CH2:24][CH2:23]1, predict the reactants needed to synthesize it. The reactants are: C(OP([CH2:9][C:10]1[CH:15]=[CH:14][C:13]([C:16]2[CH:21]=[CH:20][CH:19]=[CH:18][CH:17]=2)=[CH:12][N:11]=1)(=O)OCC)C.[N:22]1([C:28]([N:30]2[CH2:35][CH:34]([C:36]3[CH:41]=[CH:40][CH:39]([C:42]([F:45])([F:44])[F:43])[CH2:38][CH:37]=3)[CH2:33][CH:32]([CH:46]=O)[CH2:31]2)=[O:29])[CH2:27][CH2:26][O:25][CH2:24][CH2:23]1. (2) Given the product [C:13]([O:17][C:18]([NH:20][C:21]1[CH:26]=[CH:25][C:24]([C:27]2[CH:32]=[CH:31][C:30]([Cl:33])=[CH:29][CH:28]=2)=[C:23]([CH2:34][Cl:12])[CH:22]=1)=[O:19])([CH3:16])([CH3:15])[CH3:14], predict the reactants needed to synthesize it. The reactants are: CCN(CC)CC.S([Cl:12])(C)(=O)=O.[C:13]([O:17][C:18]([NH:20][C:21]1[CH:26]=[CH:25][C:24]([C:27]2[CH:32]=[CH:31][C:30]([Cl:33])=[CH:29][CH:28]=2)=[C:23]([CH2:34]O)[CH:22]=1)=[O:19])([CH3:16])([CH3:15])[CH3:14]. (3) Given the product [C:19]1([CH:7]([C:1]2[CH:2]=[CH:3][CH:4]=[CH:5][CH:6]=2)[O:8][CH:9]2[CH2:14][CH2:13][N:12]([CH2:15][CH2:16][CH2:17][NH:18][C:26]3[CH:27]=[CH:28][C:29]4[N:30]([C:32]([C:35]([O:37][CH2:38][CH3:39])=[O:36])=[N:33][N:34]=4)[N:31]=3)[CH2:11][CH2:10]2)[CH:24]=[CH:23][CH:22]=[CH:21][CH:20]=1, predict the reactants needed to synthesize it. The reactants are: [C:1]1([CH:7]([C:19]2[CH:24]=[CH:23][CH:22]=[CH:21][CH:20]=2)[O:8][CH:9]2[CH2:14][CH2:13][N:12]([CH2:15][CH2:16][CH2:17][NH2:18])[CH2:11][CH2:10]2)[CH:6]=[CH:5][CH:4]=[CH:3][CH:2]=1.Cl[C:26]1[CH:27]=[CH:28][C:29]2[N:30]([C:32]([C:35]([O:37][CH2:38][CH3:39])=[O:36])=[N:33][N:34]=2)[N:31]=1.C(N(C(C)C)C(C)C)C. (4) Given the product [CH3:1][O:2][NH:3][CH:4]([C:6]1[CH:26]=[CH:25][C:9]2[N:10]([C:13]3[CH:18]=[CH:17][CH:16]=[C:15]([C:19]4[CH:20]=[N:21][CH:22]=[CH:23][CH:24]=4)[CH:14]=3)[CH:11]=[N:12][C:8]=2[CH:7]=1)[CH3:5], predict the reactants needed to synthesize it. The reactants are: [CH3:1][O:2][N:3]=[C:4]([C:6]1[CH:26]=[CH:25][C:9]2[N:10]([C:13]3[CH:18]=[CH:17][CH:16]=[C:15]([C:19]4[CH:20]=[N:21][CH:22]=[CH:23][CH:24]=4)[CH:14]=3)[CH:11]=[N:12][C:8]=2[CH:7]=1)[CH3:5].C(O)(=O)C.Cl.